Dataset: Peptide-MHC class II binding affinity with 134,281 pairs from IEDB. Task: Regression. Given a peptide amino acid sequence and an MHC pseudo amino acid sequence, predict their binding affinity value. This is MHC class II binding data. (1) The peptide sequence is MRSMPFLRKTRWTFL. The MHC is HLA-DQA10201-DQB10402 with pseudo-sequence HLA-DQA10201-DQB10402. The binding affinity (normalized) is 0.642. (2) The peptide sequence is IDPFQLGLLVVFLATQEV. The MHC is DRB3_0101 with pseudo-sequence DRB3_0101. The binding affinity (normalized) is 0.125. (3) The peptide sequence is LPADLMIRIIAQGPK. The MHC is HLA-DQA10104-DQB10503 with pseudo-sequence HLA-DQA10104-DQB10503. The binding affinity (normalized) is 0.0960. (4) The peptide sequence is KLIGGIGGFIKVRQYDQILI. The MHC is DRB5_0101 with pseudo-sequence DRB5_0101. The binding affinity (normalized) is 0.416.